Dataset: Full USPTO retrosynthesis dataset with 1.9M reactions from patents (1976-2016). Task: Predict the reactants needed to synthesize the given product. (1) Given the product [Br:7][C:8]1[C:9]([C:4]2[S:3][C:2]([Cl:1])=[CH:6][CH:5]=2)=[N:10][C:11]([Cl:14])=[N:12][CH:13]=1, predict the reactants needed to synthesize it. The reactants are: [Cl:1][C:2]1[S:3][CH:4]=[CH:5][CH:6]=1.[Br:7][C:8]1[CH:9]=[N:10][C:11]([Cl:14])=[N:12][CH:13]=1. (2) Given the product [NH2:4][C:5]1[C:14]2[N:15]=[C:16]([CH2:28][O:29][NH2:30])[N:17]([CH2:18][CH2:19][NH:20][C:21](=[O:27])[O:22][C:23]([CH3:25])([CH3:26])[CH3:24])[C:13]=2[C:12]2[CH:11]=[CH:10][C:9]([O:41][CH2:42][C:43]3[CH:44]=[CH:45][CH:46]=[CH:47][CH:48]=3)=[CH:8][C:7]=2[N:6]=1, predict the reactants needed to synthesize it. The reactants are: O.NN.[NH2:4][C:5]1[C:14]2[N:15]=[C:16]([CH2:28][O:29][N:30]3C(=O)C4C(=CC=CC=4)C3=O)[N:17]([CH2:18][CH2:19][NH:20][C:21](=[O:27])[O:22][C:23]([CH3:26])([CH3:25])[CH3:24])[C:13]=2[C:12]2[CH:11]=[CH:10][C:9]([O:41][CH2:42][C:43]3[CH:48]=[CH:47][CH:46]=[CH:45][CH:44]=3)=[CH:8][C:7]=2[N:6]=1. (3) Given the product [Br:31][C:32]1[C:37]([O:38][CH3:39])=[CH:36][C:35]([CH2:40][O:41][CH:8]([O:10][CH:11]([CH3:13])[CH3:12])[CH3:9])=[CH:34][C:33]=1[O:42][CH3:43], predict the reactants needed to synthesize it. The reactants are: COC1CCCC1.[CH:8]([O:10][CH:11]([CH3:13])[CH3:12])=[CH2:9].C1(C)C=CC(S([O-])(=O)=O)=CC=1.[NH+]1C=CC=CC=1.[Br:31][C:32]1[C:37]([O:38][CH3:39])=[CH:36][C:35]([CH2:40][OH:41])=[CH:34][C:33]=1[O:42][CH3:43]. (4) Given the product [C:1]([O:5][C:6](=[O:7])[NH:8][C@H:9]([CH2:10][OH:11])[CH2:13][CH:14]1[CH2:15][CH2:16]1)([CH3:2])([CH3:4])[CH3:3], predict the reactants needed to synthesize it. The reactants are: [C:1]([O:5][C:6]([NH:8][C@@H:9]([CH2:13][CH:14]1[CH2:16][CH2:15]1)[C:10](O)=[O:11])=[O:7])([CH3:4])([CH3:3])[CH3:2]. (5) Given the product [CH:19]1[C:20]2[C:25](=[CH:24][CH:23]=[CH:22][CH:21]=2)[CH:26]=[CH:27][C:18]=1[PH:17][C:8]1[CH:9]=[CH:10][C:11]2[C:16](=[CH:15][CH:14]=[CH:13][CH:12]=2)[CH:7]=1.[BH3:5], predict the reactants needed to synthesize it. The reactants are: [Cl-].[Ce+3].[Cl-].[Cl-].[BH4-:5].[Na+].[CH:7]1[C:16]2[C:11](=[CH:12][CH:13]=[CH:14][CH:15]=2)[CH:10]=[CH:9][C:8]=1[PH:17](=O)[C:18]1[CH:27]=[CH:26][C:25]2[C:20](=[CH:21][CH:22]=[CH:23][CH:24]=2)[CH:19]=1.[H-].[Al+3].[Li+].[H-].[H-].[H-].Cl. (6) Given the product [O:30]1[CH2:31][CH2:32][N:27]([C:2]2[S:3][C:4]3[CH2:5][N:6]([C:11]([O:13][C:14]([CH3:17])([CH3:16])[CH3:15])=[O:12])[CH2:7][CH2:8][C:9]=3[N:10]=2)[CH2:28][CH2:29]1, predict the reactants needed to synthesize it. The reactants are: Br[C:2]1[S:3][C:4]2[CH2:5][N:6]([C:11]([O:13][C:14]([CH3:17])([CH3:16])[CH3:15])=[O:12])[CH2:7][CH2:8][C:9]=2[N:10]=1.CCN(C(C)C)C(C)C.[NH:27]1[CH2:32][CH2:31][O:30][CH2:29][CH2:28]1.C(OCC)(=O)C. (7) Given the product [Br:15][C:16]1[CH:25]=[CH:24][C:19]([C:20]([O:22][CH3:23])=[O:21])=[CH:18][C:17]=1[O:26][CH2:51][CH2:50][O:49][CH2:48][C:47]([F:54])([F:53])[F:46], predict the reactants needed to synthesize it. The reactants are: N(C(OC(C)C)=O)=NC(OC(C)C)=O.[Br:15][C:16]1[CH:25]=[CH:24][C:19]([C:20]([O:22][CH3:23])=[O:21])=[CH:18][C:17]=1[OH:26].C1(P(C2C=CC=CC=2)C2C=CC=CC=2)C=CC=CC=1.[F:46][C:47]([F:54])([F:53])[CH2:48][O:49][CH2:50][CH2:51]O. (8) Given the product [CH3:1][C:2]1[C:3](=[O:9])[CH2:4][CH2:5][CH2:6][C:7]=1[NH:20][C:17]1[CH:18]=[C:19]2[C:14]([CH:13]=[CH:12][CH:11]=[N:10]2)=[CH:15][CH:16]=1, predict the reactants needed to synthesize it. The reactants are: [CH3:1][CH:2]1[C:7](=O)[CH2:6][CH2:5][CH2:4][C:3]1=[O:9].[N:10]1[C:19]2[C:14](=[CH:15][CH:16]=[C:17]([NH2:20])[CH:18]=2)[CH:13]=[CH:12][CH:11]=1. (9) Given the product [CH:6]([C:5]1[CH:8]=[CH:9][C:2]([C:15]#[N:16])=[CH:3][C:4]=1[C:10]([F:13])([F:12])[F:11])=[O:7], predict the reactants needed to synthesize it. The reactants are: Br[C:2]1[CH:9]=[CH:8][C:5]([CH:6]=[O:7])=[C:4]([C:10]([F:13])([F:12])[F:11])[CH:3]=1.[Cu][C:15]#[N:16].O.C(OCC)C. (10) The reactants are: Br[C:2]1[CH:7]=[CH:6][CH:5]=[C:4]([CH3:8])[N:3]=1.C([Sn](CCCC)(CCCC)[C:14]1[N:18]2[CH:19]=[CH:20][C:21]([C:23]([F:26])([F:25])[F:24])=[N:22][C:17]2=[N:16][CH:15]=1)CCC. Given the product [CH3:8][C:4]1[N:3]=[C:2]([C:14]2[N:18]3[CH:19]=[CH:20][C:21]([C:23]([F:24])([F:25])[F:26])=[N:22][C:17]3=[N:16][CH:15]=2)[CH:7]=[CH:6][CH:5]=1, predict the reactants needed to synthesize it.